This data is from Forward reaction prediction with 1.9M reactions from USPTO patents (1976-2016). The task is: Predict the product of the given reaction. Given the reactants [CH3:1][C:2]([O:5][C:6]([NH:8][C@H:9]([C:22](O)=[O:23])[CH2:10][CH2:11][C:12]([O:14]CC1C=CC=CC=1)=[O:13])=[O:7])([CH3:4])[CH3:3].C1(N=C=NC2CCCCC2)CCCCC1.[C:40]1([S:46]([NH2:49])(=[O:48])=[O:47])[CH:45]=[CH:44][CH:43]=[CH:42][CH:41]=1.[H][H], predict the reaction product. The product is: [C:2]([O:5][C:6]([NH:8][C@H:9]([C:22](=[O:23])[NH:49][S:46]([C:40]1[CH:45]=[CH:44][CH:43]=[CH:42][CH:41]=1)(=[O:48])=[O:47])[CH2:10][CH2:11][C:12]([OH:14])=[O:13])=[O:7])([CH3:3])([CH3:4])[CH3:1].